From a dataset of Full USPTO retrosynthesis dataset with 1.9M reactions from patents (1976-2016). Predict the reactants needed to synthesize the given product. (1) Given the product [CH:19]1([NH:25][C:26]([NH:16][C:14]2[N:15]=[C:10]3[CH:9]=[CH:8][N:7]([CH2:6][O:5][CH2:4][CH2:3][Si:2]([CH3:18])([CH3:17])[CH3:1])[C:11]3=[N:12][CH:13]=2)=[O:27])[CH2:24][CH2:23][CH2:22][CH2:21][CH2:20]1, predict the reactants needed to synthesize it. The reactants are: [CH3:1][Si:2]([CH3:18])([CH3:17])[CH2:3][CH2:4][O:5][CH2:6][N:7]1[C:11]2=[N:12][CH:13]=[C:14]([NH2:16])[N:15]=[C:10]2[CH:9]=[CH:8]1.[CH:19]1([N:25]=[C:26]=[O:27])[CH2:24][CH2:23][CH2:22][CH2:21][CH2:20]1. (2) Given the product [O:1]1[CH2:5][CH2:4][CH:3]([O:6][NH:7][S:28]([C:25]2[CH:24]=[CH:23][C:22]([O:21][CH3:20])=[CH:27][CH:26]=2)(=[O:30])=[O:29])[CH2:2]1, predict the reactants needed to synthesize it. The reactants are: [O:1]1[CH2:5][CH2:4][CH:3]([O:6][N:7]2C(=O)C3C(=CC=CC=3)C2=O)[CH2:2]1.NN.[CH3:20][O:21][C:22]1[CH:27]=[CH:26][C:25]([S:28](Cl)(=[O:30])=[O:29])=[CH:24][CH:23]=1.C(N(C(C)C)CC)(C)C.